Dataset: Catalyst prediction with 721,799 reactions and 888 catalyst types from USPTO. Task: Predict which catalyst facilitates the given reaction. (1) Product: [Br:1][C:2]1[CH:10]=[C:9]2[C:5]([CH:6]=[N:7][N:8]2[S:11]([C:14]2[CH:19]=[CH:18][CH:17]=[CH:16][CH:15]=2)(=[O:13])=[O:12])=[C:4]([C:20]2[O:21][C:22]([CH2:25][N:35]3[CH2:36][C:31]4([CH2:27][CH2:28][CH2:29][CH2:30]4)[O:32][CH2:33][CH2:34]3)=[N:23][N:24]=2)[CH:3]=1. The catalyst class is: 291. Reactant: [Br:1][C:2]1[CH:10]=[C:9]2[C:5]([CH:6]=[N:7][N:8]2[S:11]([C:14]2[CH:19]=[CH:18][CH:17]=[CH:16][CH:15]=2)(=[O:13])=[O:12])=[C:4]([C:20]2[O:21][C:22]([CH2:25]Cl)=[N:23][N:24]=2)[CH:3]=1.[CH2:27]1[C:31]2([CH2:36][NH:35][CH2:34][CH2:33][O:32]2)[CH2:30][CH2:29][CH2:28]1.CCN(C(C)C)C(C)C.[I-].[Na+]. (2) Reactant: F[C:2]1[CH:7]=[CH:6][C:5]([N+:8]([O-:10])=[O:9])=[CH:4][CH:3]=1.[NH:11]1[CH2:16][CH2:15][CH:14]([C:17]([O:19][CH2:20][CH3:21])=[O:18])[CH2:13][CH2:12]1.C([O-])([O-])=O.[K+].[K+]. Product: [N+:8]([C:5]1[CH:6]=[CH:7][C:2]([N:11]2[CH2:16][CH2:15][CH:14]([C:17]([O:19][CH2:20][CH3:21])=[O:18])[CH2:13][CH2:12]2)=[CH:3][CH:4]=1)([O-:10])=[O:9]. The catalyst class is: 16. (3) Reactant: [Br:1][C:2]1[CH:7]=[CH:6][N:5]=[C:4]([C:8]2[N:12]=[C:11]([C:13]3[N:14]=[CH:15][S:16][CH:17]=3)[NH:10][N:9]=2)[CH:3]=1.[H-].[Na+].Br[CH2:21][C:22]1[CH:27]=[CH:26][CH:25]=[CH:24][C:23]=1[F:28].C(Cl)Cl. The catalyst class is: 163. Product: [Br:1][C:2]1[CH:7]=[CH:6][N:5]=[C:4]([C:8]2[N:12]=[C:11]([C:13]3[N:14]=[CH:15][S:16][CH:17]=3)[N:10]([CH2:21][C:22]3[CH:27]=[CH:26][CH:25]=[CH:24][C:23]=3[F:28])[N:9]=2)[CH:3]=1.[Br:1][C:2]1[CH:7]=[CH:6][N:5]=[C:4]([C:8]2[N:9]([CH2:21][C:22]3[CH:27]=[CH:26][CH:25]=[CH:24][C:23]=3[F:28])[N:10]=[C:11]([C:13]3[N:14]=[CH:15][S:16][CH:17]=3)[N:12]=2)[CH:3]=1.